This data is from Forward reaction prediction with 1.9M reactions from USPTO patents (1976-2016). The task is: Predict the product of the given reaction. (1) The product is: [C:19]([O:18][C:15]1[CH:16]=[CH:17][C:12]([C:10]2[C:3]3[C:2](=[CH:7][C:6]([O:8][CH3:9])=[CH:5][CH:4]=3)[O:1][C:42](=[O:44])[C:41]=2[C:38]2[CH:37]=[CH:36][C:35]([C:34]([F:33])([F:46])[F:45])=[CH:40][CH:39]=2)=[CH:13][CH:14]=1)(=[O:21])[CH3:20]. Given the reactants [OH:1][C:2]1[CH:7]=[C:6]([O:8][CH3:9])[CH:5]=[CH:4][C:3]=1[C:10]([C:12]1[CH:17]=[CH:16][C:15]([OH:18])=[CH:14][CH:13]=1)=O.[C:19](OC(=O)C)(=[O:21])[CH3:20].C(N(CC)CC)C.[F:33][C:34]([F:46])([F:45])[C:35]1[CH:40]=[CH:39][C:38]([CH2:41][C:42]([OH:44])=O)=[CH:37][CH:36]=1, predict the reaction product. (2) The product is: [F:30][C:28]([F:29])([F:31])[C:26]1[CH:27]=[C:22]([CH:23]=[C:24]([C:32]([F:35])([F:34])[F:33])[CH:25]=1)[CH2:21][N:19]([CH3:20])[C:18]([C:8]1[C:9]([C:11]2[CH:16]=[CH:15][CH:14]=[CH:13][C:12]=2[CH3:17])=[CH:10][C:5]([C:3]([OH:4])=[O:2])=[N:6][CH:7]=1)=[O:36]. Given the reactants C[O:2][C:3]([C:5]1[CH:10]=[C:9]([C:11]2[CH:16]=[CH:15][CH:14]=[CH:13][C:12]=2[CH3:17])[C:8]([C:18](=[O:36])[N:19]([CH2:21][C:22]2[CH:27]=[C:26]([C:28]([F:31])([F:30])[F:29])[CH:25]=[C:24]([C:32]([F:35])([F:34])[F:33])[CH:23]=2)[CH3:20])=[CH:7][N:6]=1)=[O:4].CO.O1CCOCC1.O, predict the reaction product. (3) Given the reactants [O:1]1[C:10]2[CH:9]=[C:8]([CH2:11][N:12]([CH2:19][CH:20]3[CH2:25][CH2:24][CH2:23][N:22](C(OC(C)(C)C)=O)[CH2:21]3)[C:13](=[O:18])[C:14]([F:17])([F:16])[F:15])[N:7]=[CH:6][C:5]=2[O:4][CH2:3][CH2:2]1, predict the reaction product. The product is: [O:1]1[C:10]2[CH:9]=[C:8]([CH2:11][N:12]([CH2:19][CH:20]3[CH2:25][CH2:24][CH2:23][NH:22][CH2:21]3)[C:13](=[O:18])[C:14]([F:16])([F:15])[F:17])[N:7]=[CH:6][C:5]=2[O:4][CH2:3][CH2:2]1. (4) Given the reactants Br[C:2]1[C:3](=[O:10])[N:4]([CH3:9])[CH:5]=[C:6]([Br:8])[N:7]=1.[NH2:11][C:12]1[CH:17]=[CH:16][C:15]([CH2:18][CH2:19][OH:20])=[CH:14][CH:13]=1.CN1CCCC1=O, predict the reaction product. The product is: [Br:8][C:6]1[N:7]=[C:2]([NH:11][C:12]2[CH:17]=[CH:16][C:15]([CH2:18][CH2:19][OH:20])=[CH:14][CH:13]=2)[C:3](=[O:10])[N:4]([CH3:9])[CH:5]=1. (5) Given the reactants [I-].[CH3:2][S+](C)(C)=O.[H-].[Na+].[C:9]([N:16]1[CH2:21][CH2:20][C:19](=[O:22])[CH2:18][CH2:17]1)([O:11][C:12]([CH3:15])([CH3:14])[CH3:13])=[O:10], predict the reaction product. The product is: [O:22]1[C:19]2([CH2:20][CH2:21][N:16]([C:9]([O:11][C:12]([CH3:15])([CH3:14])[CH3:13])=[O:10])[CH2:17][CH2:18]2)[CH2:2]1. (6) Given the reactants [NH2:1][C:2]1[C:3]([C:22]#[N:23])=[C:4]([CH:19]=[CH:20][CH:21]=1)[O:5][CH2:6][C:7]([NH:10][C:11](=[O:18])[C:12]1[CH:17]=[CH:16][N:15]=[CH:14][CH:13]=1)([CH3:9])[CH3:8].[S:24](Cl)(=[O:27])(=[O:26])[NH2:25].C([O-])(O)=O.[Na+], predict the reaction product. The product is: [C:22]([C:3]1[C:2]([NH:1][S:24](=[O:27])(=[O:26])[NH2:25])=[CH:21][CH:20]=[CH:19][C:4]=1[O:5][CH2:6][C:7]([NH:10][C:11](=[O:18])[C:12]1[CH:13]=[CH:14][N:15]=[CH:16][CH:17]=1)([CH3:9])[CH3:8])#[N:23].